This data is from Retrosynthesis with 50K atom-mapped reactions and 10 reaction types from USPTO. The task is: Predict the reactants needed to synthesize the given product. (1) Given the product COC(=O)c1cc(-c2nccs2)cc2c1OC(c1ccccc1)(c1ccccc1)O2, predict the reactants needed to synthesize it. The reactants are: Brc1nccs1.COC(=O)c1cc(Br)cc2c1OC(c1ccccc1)(c1ccccc1)O2. (2) Given the product CNc1cc(C)nc(O)c1CNC(=O)c1ccc(Oc2ccccc2)cc1, predict the reactants needed to synthesize it. The reactants are: CNc1cc(C)nc(O)c1CN.O=C(O)c1ccc(Oc2ccccc2)cc1. (3) The reactants are: COCCCOc1ccccc1I.c1ccc2[nH]ccc2c1. Given the product COCCCOc1ccccc1-n1ccc2ccccc21, predict the reactants needed to synthesize it. (4) Given the product O=C(O)[C@H]1CC[C@H](c2nc(-c3ccncc3)no2)CC1, predict the reactants needed to synthesize it. The reactants are: COC(=O)C1CCC(c2nc(-c3ccncc3)no2)CC1. (5) Given the product CCCN(CCC)CCCCN(CC#N)Cc1ccc(CNC(=O)OC(C)(C)C)cc1, predict the reactants needed to synthesize it. The reactants are: CCCN(CCC)CCCCNCc1ccc(CNC(=O)OC(C)(C)C)cc1.N#CCBr.